This data is from NCI-60 drug combinations with 297,098 pairs across 59 cell lines. The task is: Regression. Given two drug SMILES strings and cell line genomic features, predict the synergy score measuring deviation from expected non-interaction effect. Cell line: MDA-MB-435. Synergy scores: CSS=10.1, Synergy_ZIP=-2.90, Synergy_Bliss=-0.967, Synergy_Loewe=-4.30, Synergy_HSA=-1.32. Drug 2: CC1=C(C(=CC=C1)Cl)NC(=O)C2=CN=C(S2)NC3=CC(=NC(=N3)C)N4CCN(CC4)CCO. Drug 1: CCC1=C2CN3C(=CC4=C(C3=O)COC(=O)C4(CC)O)C2=NC5=C1C=C(C=C5)O.